From a dataset of Catalyst prediction with 721,799 reactions and 888 catalyst types from USPTO. Predict which catalyst facilitates the given reaction. (1) Reactant: [Cl:1][C:2]1[C:11]2[CH:10]=[CH:9][CH:8]=[C:7]([S:12](Cl)(=[O:14])=[O:13])[C:6]=2[CH:5]=[CH:4][N:3]=1.[C:16]([O:20][C:21](=[O:26])[NH:22][CH2:23][CH2:24][NH2:25])([CH3:19])([CH3:18])[CH3:17].CCN(CC)CC. Product: [C:16]([O:20][C:21](=[O:26])[NH:22][CH2:23][CH2:24][NH:25][S:12]([C:7]1[C:6]2[CH:5]=[CH:4][N:3]=[C:2]([Cl:1])[C:11]=2[CH:10]=[CH:9][CH:8]=1)(=[O:14])=[O:13])([CH3:19])([CH3:17])[CH3:18]. The catalyst class is: 2. (2) Product: [Br:7][C:8]1[CH:13]=[CH:12][CH:11]=[CH:10][C:9]=1[C:23]1[CH2:28][C:27]([CH3:30])([CH3:29])[CH2:26][C:25]([CH3:32])([CH3:31])[CH:24]=1. The catalyst class is: 109. Reactant: C(=O)([O-])[O-].[Na+].[Na+].[Br:7][C:8]1[CH:13]=[CH:12][CH:11]=[CH:10][C:9]=1B(O)O.FC(F)(F)S(O[C:23]1[CH2:28][C:27]([CH3:30])([CH3:29])[CH2:26][C:25]([CH3:32])([CH3:31])[CH:24]=1)(=O)=O. (3) Reactant: [CH3:1][C:2]1([CH3:22])[NH:7][C:6]2[CH:8]=[C:9]([C:11]3[CH:16]=[CH:15][N:14]=[C:13](S(C)(=O)=O)[N:12]=3)[S:10][C:5]=2[C:4](=[O:21])[NH:3]1.[NH3:23].CO. Product: [NH2:23][C:13]1[N:12]=[C:11]([C:9]2[S:10][C:5]3[C:4](=[O:21])[NH:3][C:2]([CH3:22])([CH3:1])[NH:7][C:6]=3[CH:8]=2)[CH:16]=[CH:15][N:14]=1. The catalyst class is: 12. (4) Reactant: S(Cl)([Cl:3])=O.[Br:5][C:6]1[CH:15]=[C:14]2[C:9]([CH2:10][C:11]([CH3:20])([CH3:19])[CH2:12][C:13]2([CH:17]=[CH2:18])O)=[CH:8][CH:7]=1.[NH2:21][C:22]([NH2:24])=[S:23]. Product: [ClH:3].[C:22]([S:23][CH2:18]/[CH:17]=[C:13]1\[CH2:12][C:11]([CH3:20])([CH3:19])[CH2:10][C:9]2[C:14]\1=[CH:15][C:6]([Br:5])=[CH:7][CH:8]=2)(=[NH:21])[NH2:24]. The catalyst class is: 23. (5) Reactant: [CH3:1][C:2]1[CH:3]=[CH:4][C:5](=[O:8])[NH:6][CH:7]=1.[Br:9]N1C(=O)CCC1=O. Product: [Br:9][C:4]1[C:5](=[O:8])[NH:6][CH:7]=[C:2]([CH3:1])[CH:3]=1. The catalyst class is: 4. (6) Reactant: [C:1]([C:5]1[CH:10]=[CH:9][C:8]([S:11]([N:14]2[C:20]3[CH:21]=[C:22]([C:25]([NH:27][NH2:28])=[O:26])[CH:23]=[CH:24][C:19]=3[NH:18][C:17]3[N:29]=[C:30]([C:33]([F:36])([F:35])[F:34])[CH:31]=[CH:32][C:16]=3[CH2:15]2)(=[O:13])=[O:12])=[CH:7][CH:6]=1)([CH3:4])([CH3:3])[CH3:2].[C:37](Cl)(Cl)=[O:38]. Product: [C:1]([C:5]1[CH:6]=[CH:7][C:8]([S:11]([N:14]2[C:20]3[CH:21]=[C:22]([C:25]4[O:26][C:37](=[O:38])[NH:28][N:27]=4)[CH:23]=[CH:24][C:19]=3[NH:18][C:17]3[N:29]=[C:30]([C:33]([F:35])([F:36])[F:34])[CH:31]=[CH:32][C:16]=3[CH2:15]2)(=[O:13])=[O:12])=[CH:9][CH:10]=1)([CH3:4])([CH3:2])[CH3:3]. The catalyst class is: 390. (7) Reactant: [NH:1]1[CH2:5][CH2:4][C@@H:3]([OH:6])[CH2:2]1.[C:7](O[C:7]([O:9][C:10]([CH3:13])([CH3:12])[CH3:11])=[O:8])([O:9][C:10]([CH3:13])([CH3:12])[CH3:11])=[O:8].[OH-].[Na+]. Product: [C:7]([N:1]1[CH2:5][CH2:4][C@@H:3]([OH:6])[CH2:2]1)([O:9][C:10]([CH3:13])([CH3:12])[CH3:11])=[O:8]. The catalyst class is: 30.